Predict the product of the given reaction. From a dataset of Forward reaction prediction with 1.9M reactions from USPTO patents (1976-2016). (1) Given the reactants F[C:2]1[CH:7]=[C:6]([C:8]2[S:16][C:15]3[C:14]([N:17]4[CH2:22][CH2:21][O:20][CH2:19][CH2:18]4)=[N:13][C:12]([C:23]4[CH:24]=[N:25][C:26]([NH2:29])=[N:27][CH:28]=4)=[N:11][C:10]=3[CH:9]=2)[CH:5]=[CH:4][N:3]=1.[NH:30]1[CH2:35][CH2:34][CH2:33][CH:32]([OH:36])[CH2:31]1, predict the reaction product. The product is: [NH2:29][C:26]1[N:25]=[CH:24][C:23]([C:12]2[N:13]=[C:14]([N:17]3[CH2:22][CH2:21][O:20][CH2:19][CH2:18]3)[C:15]3[S:16][C:8]([C:6]4[CH:5]=[CH:4][N:3]=[C:2]([N:30]5[CH2:35][CH2:34][CH2:33][CH:32]([OH:36])[CH2:31]5)[CH:7]=4)=[CH:9][C:10]=3[N:11]=2)=[CH:28][N:27]=1. (2) Given the reactants [NH2:1][C:2]1[N:10]=[CH:9][N:8]=[C:7]2[C:3]=1[N:4]=[CH:5][N:6]2[C@H:11]1[C@H:15]([OH:16])[CH2:14][C@@H:13]([CH2:17][O:18][Si:19]([C:22]([CH3:25])([CH3:24])[CH3:23])([CH3:21])[CH3:20])[O:12]1.[CH3:26][C:27](OC(C)=O)=[O:28], predict the reaction product. The product is: [C:27]([O:16][C@@H:15]1[CH2:14][C@@H:13]([CH2:17][O:18][Si:19]([C:22]([CH3:25])([CH3:24])[CH3:23])([CH3:20])[CH3:21])[O:12][C@H:11]1[N:6]1[CH:5]=[N:4][C:3]2[C:7]1=[N:8][CH:9]=[N:10][C:2]=2[NH2:1])(=[O:28])[CH3:26]. (3) Given the reactants CS(C)=O.C(Cl)(=O)C(Cl)=O.[C:11]1([C@H:17]2[CH2:21][N:20]([C:22](=[O:27])[C:23]([F:26])([F:25])[F:24])[CH2:19][C@@H:18]2[CH2:28][OH:29])[CH:16]=[CH:15][CH:14]=[CH:13][CH:12]=1.[Cl-].[NH4+], predict the reaction product. The product is: [C:11]1([C@H:17]2[CH2:21][N:20]([C:22](=[O:27])[C:23]([F:25])([F:26])[F:24])[CH2:19][C@@H:18]2[CH:28]=[O:29])[CH:16]=[CH:15][CH:14]=[CH:13][CH:12]=1. (4) The product is: [CH3:9][O:8][C:6]1[C:5]([C@@:10]2([CH3:17])[CH2:15][CH2:14][NH:12][C:11]2=[O:16])=[CH:4][CH:3]=[C:2]([C:22]2[CH:23]=[N:24][C:25]3[C:20]([CH:21]=2)=[C:19]([CH3:18])[CH:28]=[CH:27][CH:26]=3)[N:7]=1. Given the reactants Cl[C:2]1[N:7]=[C:6]([O:8][CH3:9])[C:5]([C@@:10]2([CH3:17])[CH2:15][CH2:14]C[NH:12][C:11]2=[O:16])=[CH:4][CH:3]=1.[CH3:18][C:19]1[CH:28]=[CH:27][CH:26]=[C:25]2[C:20]=1[CH:21]=[C:22](B1OC(C)(C)C(C)(C)O1)[CH:23]=[N:24]2.C([O-])([O-])=O.[Na+].[Na+].O1CCOCC1, predict the reaction product. (5) Given the reactants [CH:1]([C:3]1[CH:4]=[CH:5][C:6]2[NH:12][CH:11]([CH2:13][C:14]([O:16][CH3:17])=[O:15])[C:10](=[O:18])[N:9]([CH3:19])[CH2:8][C:7]=2[CH:20]=1)=O.C([O-])(=O)C.[Na+].Cl.Cl.[NH2:28][CH2:29][C:30]1[NH:31][C:32]2[CH:38]=[CH:37][CH:36]=[CH:35][C:33]=2[N:34]=1.C([BH3-])#N.[Na+], predict the reaction product. The product is: [N:31]1[C:32]2[CH:38]=[CH:37][CH:36]=[CH:35][C:33]=2[NH:34][C:30]=1[CH2:29][NH:28][CH2:1][C:3]1[CH:4]=[CH:5][C:6]2[NH:12][CH:11]([CH2:13][C:14]([O:16][CH3:17])=[O:15])[C:10](=[O:18])[N:9]([CH3:19])[CH2:8][C:7]=2[CH:20]=1.